This data is from Forward reaction prediction with 1.9M reactions from USPTO patents (1976-2016). The task is: Predict the product of the given reaction. (1) Given the reactants [H-].[H-].[H-].[H-].[Li+].[Al+3].[CH3:7][CH:8]([N:10]1[C:14]([C:15]2[CH2:20][CH2:19][CH2:18][CH2:17][C:16]=2[C:21](OCC)=[O:22])=[CH:13][CH:12]=[N:11]1)[CH3:9], predict the reaction product. The product is: [CH3:9][CH:8]([N:10]1[C:14]([C:15]2[CH2:20][CH2:19][CH2:18][CH2:17][C:16]=2[CH2:21][OH:22])=[CH:13][CH:12]=[N:11]1)[CH3:7]. (2) Given the reactants N1([C:6](N2C=NC=N2)=[O:7])C=NC=N1.[NH2:13][C:14]1[CH:21]=[C:20]([NH:22][CH2:23][CH2:24][O:25][CH3:26])[C:17]([C:18]#[N:19])=[CH:16][N:15]=1.[CH3:27][O:28][CH:29]([O:57][CH3:58])[C:30]1[C:39]([CH2:40][N:41]2[CH2:46][CH2:45][N:44]([C:47]([O:49][CH2:50][CH2:51][Si:52]([CH3:55])([CH3:54])[CH3:53])=[O:48])[CH2:43][C:42]2=[O:56])=[CH:38][C:37]2[CH2:36][CH2:35][CH2:34][NH:33][C:32]=2[N:31]=1, predict the reaction product. The product is: [C:18]([C:17]1[C:20]([NH:22][CH2:23][CH2:24][O:25][CH3:26])=[CH:21][C:14]([NH:13][C:6]([N:33]2[C:32]3[N:31]=[C:30]([CH:29]([O:28][CH3:27])[O:57][CH3:58])[C:39]([CH2:40][N:41]4[CH2:46][CH2:45][N:44]([C:47]([O:49][CH2:50][CH2:51][Si:52]([CH3:53])([CH3:55])[CH3:54])=[O:48])[CH2:43][C:42]4=[O:56])=[CH:38][C:37]=3[CH2:36][CH2:35][CH2:34]2)=[O:7])=[N:15][CH:16]=1)#[N:19]. (3) Given the reactants [F:1][C:2]1[CH:9]=[C:8]([OH:10])[CH:7]=[C:6]([F:11])[C:3]=1[CH:4]=[O:5].C([O-])([O-])=O.[K+].[K+].Br[CH2:19][C:20]#[N:21], predict the reaction product. The product is: [F:1][C:2]1[CH:9]=[C:8]([CH:7]=[C:6]([F:11])[C:3]=1[CH:4]=[O:5])[O:10][CH2:19][C:20]#[N:21]. (4) Given the reactants [C:1]([C:3]1[CH:8]=[CH:7][C:6]([C:9]2[C:10](C(O)=O)=[C:11]([CH2:15][CH2:16][CH3:17])[NH:12][C:13]=2[CH3:14])=[CH:5][CH:4]=1)#[N:2].FC(F)(F)C(O)=O, predict the reaction product. The product is: [CH3:14][C:13]1[NH:12][C:11]([CH2:15][CH2:16][CH3:17])=[CH:10][C:9]=1[C:6]1[CH:7]=[CH:8][C:3]([C:1]#[N:2])=[CH:4][CH:5]=1. (5) The product is: [CH2:32]([N:19]1[CH2:20][CH2:21][CH:16]([CH2:15][CH2:14][C:10]2[C:9]3[CH:8]=[CH:7][C:6]([CH2:22][O:23][C:24]4[CH:25]=[CH:26][C:27]([C:28]#[N:29])=[CH:30][CH:31]=4)=[C:5]([CH2:4][N:2]([CH3:3])[CH3:1])[C:13]=3[O:12][N:11]=2)[CH2:17][CH2:18]1)[C:33]1[CH:38]=[CH:37][CH:36]=[CH:35][CH:34]=1. Given the reactants [CH3:1][N:2]([CH2:4][C:5]1[C:13]2[O:12][N:11]=[C:10]([CH2:14][CH2:15][CH:16]3[CH2:21][CH2:20][NH:19][CH2:18][CH2:17]3)[C:9]=2[CH:8]=[CH:7][C:6]=1[CH2:22][O:23][C:24]1[CH:31]=[CH:30][C:27]([C:28]#[N:29])=[CH:26][CH:25]=1)[CH3:3].[CH:32](=O)[C:33]1[CH:38]=[CH:37][CH:36]=[CH:35][CH:34]=1.C(O[BH-](OC(=O)C)OC(=O)C)(=O)C.[Na+].C(=O)(O)[O-].[Na+].C(=O)([O-])[O-].[Na+].[Na+], predict the reaction product.